Dataset: TCR-epitope binding with 47,182 pairs between 192 epitopes and 23,139 TCRs. Task: Binary Classification. Given a T-cell receptor sequence (or CDR3 region) and an epitope sequence, predict whether binding occurs between them. (1) The epitope is TPINLVRDL. The TCR CDR3 sequence is CSVEEAAQGWTDTQYF. Result: 1 (the TCR binds to the epitope). (2) The epitope is FLRGRAYGL. The TCR CDR3 sequence is CASSYPNNEQFF. Result: 0 (the TCR does not bind to the epitope). (3) The epitope is KLWAQCVQL. The TCR CDR3 sequence is CASSYFSGRAYNEQFF. Result: 1 (the TCR binds to the epitope). (4) The epitope is HTTDPSFLGRY. The TCR CDR3 sequence is CASSYERQAYGYTF. Result: 1 (the TCR binds to the epitope). (5) The epitope is EHPTFTSQYRIQGKL. The TCR CDR3 sequence is CASSDLDTGELFF. Result: 0 (the TCR does not bind to the epitope). (6) The epitope is LSDDAVVCFNSTY. The TCR CDR3 sequence is CASSPAGEPPYEQYF. Result: 1 (the TCR binds to the epitope). (7) The epitope is GLCTLVAML. The TCR CDR3 sequence is CASSPRAGVNQPQHF. Result: 1 (the TCR binds to the epitope). (8) The epitope is YLNTLTLAV. The TCR CDR3 sequence is CASSSPGQGGETQYF. Result: 0 (the TCR does not bind to the epitope). (9) The epitope is ISDYDYYRY. The TCR CDR3 sequence is CASSELIGSESYNEQFF. Result: 1 (the TCR binds to the epitope). (10) The epitope is LSDDAVVCFNSTY. The TCR CDR3 sequence is CASSLWSGRADTQYF. Result: 0 (the TCR does not bind to the epitope).